The task is: Predict the reaction yield, written as a fraction of the theoretical maximum amount of product (1.0 means a 100% yield; for example, 0.34 means a 34% yield).. This data is from Reaction yield outcomes from USPTO patents with 853,638 reactions. (1) The reactants are [CH:1](C1C=CC(CN(C)C(=O)OCC2C=CC=CC=2)=CC=1)=O.C(=NC1C=CC=C2C=1COC2=O)C1C=CC=CC=1.C[O-].[Na+].CO.[CH2:45]([O:52][C:53]([N:55]([CH2:57][C:58]1[CH:63]=[CH:62][C:61]([CH:64]2[C:73](=[O:74])[C:72]3[C:71]([C:75]([O:77][CH3:78])=[O:76])=[CH:70][CH:69]=[CH:68][C:67]=3[NH:66][CH:65]2[C:79]2[CH:84]=[CH:83][CH:82]=[CH:81][CH:80]=2)=[CH:60][CH:59]=1)[CH3:56])=[O:54])[C:46]1[CH:51]=[CH:50][CH:49]=[CH:48][CH:47]=1. The catalyst is C(OCC)(=O)CC. The product is [CH2:45]([O:52][C:53]([N:55]([CH2:57][C:58]1[CH:63]=[CH:62][C:61]([CH:64]2[C:73](=[O:74])[C:72]3[C:71]([C:75]([O:77][CH2:78][CH3:1])=[O:76])=[CH:70][CH:69]=[CH:68][C:67]=3[NH:66][CH:65]2[C:79]2[CH:84]=[CH:83][CH:82]=[CH:81][CH:80]=2)=[CH:60][CH:59]=1)[CH3:56])=[O:54])[C:46]1[CH:51]=[CH:50][CH:49]=[CH:48][CH:47]=1. The yield is 0.200. (2) The reactants are FC(F)(F)C(O)=O.COC1C=CC([CH2:14][N:15](C)[C:16]2[CH:25]=[C:24]3[C:19]([CH:20]=[C:21]([C:28]4[CH:33]=[C:32]([NH2:34])[CH:31]=[CH:30][C:29]=4[Cl:35])[C:22](=[O:27])[N:23]3[CH3:26])=[CH:18][N:17]=2)=CC=1. The catalyst is C(Cl)Cl. The product is [NH2:34][C:32]1[CH:31]=[CH:30][C:29]([Cl:35])=[C:28]([C:21]2[C:22](=[O:27])[N:23]([CH3:26])[C:24]3[C:19]([CH:20]=2)=[CH:18][N:17]=[C:16]([NH:15][CH3:14])[CH:25]=3)[CH:33]=1. The yield is 0.580. (3) The yield is 0.220. The reactants are [C:1]([C:5]1[CH:38]=[CH:37][C:8]([C:9](NC(C2C=CC(C3C=CN=C4NC(C5C=NN(C)C=5)=NC=34)=CC=2F)(C)C)=[O:10])=[CH:7][CH:6]=1)([CH3:4])([CH3:3])[CH3:2].[CH3:39][C:40]1([CH3:57])[C:44]([CH3:46])([CH3:45])[O:43][B:42]([C:47]2[CH:52]=[CH:51][C:50]([C:53]3([NH2:56])[CH2:55][CH2:54]3)=[CH:49][CH:48]=2)[O:41]1.C(=O)(O)[O-].[Na+].O.C1COCC1. No catalyst specified. The product is [C:1]([C:5]1[CH:6]=[CH:7][C:8]([C:9]([NH:56][C:53]2([C:50]3[CH:51]=[CH:52][C:47]([B:42]4[O:41][C:40]([CH3:57])([CH3:39])[C:44]([CH3:45])([CH3:46])[O:43]4)=[CH:48][CH:49]=3)[CH2:55][CH2:54]2)=[O:10])=[CH:37][CH:38]=1)([CH3:4])([CH3:2])[CH3:3]. (4) The yield is 0.790. The product is [Br:1][C:2]1[N:7]=[C:6]([CH2:8][NH2:9])[CH:5]=[CH:4][CH:3]=1. The catalyst is C(O)C. The reactants are [Br:1][C:2]1[N:7]=[C:6]([CH2:8][N:9]2C(=O)C3C(=CC=CC=3)C2=O)[CH:5]=[CH:4][CH:3]=1.O.NN. (5) The reactants are [NH2:1][N:2]1[C:11]2[C:6](=[CH:7][CH:8]=[CH:9][CH:10]=2)[C:5]([OH:12])=[C:4]([C:13]2[NH:18][C:17]3[CH:19]=[CH:20][C:21]([O:23][CH2:24][C:25]4[CH:30]=[CH:29][CH:28]=[CH:27][CH:26]=4)=[CH:22][C:16]=3[S:15](=[O:32])(=[O:31])[N:14]=2)[C:3]1=[O:33].C(O[CH:37](OCC)[CH2:38][CH3:39])C. The catalyst is CN(C)C(=O)C. The product is [CH2:24]([O:23][C:21]1[CH:20]=[CH:19][C:17]2[NH:18][C:13]([C:4]3[C:3](=[O:33])[N:2]([N:1]=[CH:37][CH2:38][CH3:39])[C:11]4[C:6]([C:5]=3[OH:12])=[CH:7][CH:8]=[CH:9][CH:10]=4)=[N:14][S:15](=[O:32])(=[O:31])[C:16]=2[CH:22]=1)[C:25]1[CH:26]=[CH:27][CH:28]=[CH:29][CH:30]=1. The yield is 0.420. (6) The reactants are [NH:1]1[C:9]2[C:4](=[CH:5][CH:6]=[CH:7][CH:8]=2)[C:3]2([C:13]3=[CH:14][C:15]4[O:19][CH2:18][O:17][C:16]=4[CH:20]=[C:12]3[O:11][CH2:10]2)[C:2]1=[O:21].BrC1C=CC=C2C=1[C:25]1([C:36]3=CC4OCOC=4[CH:43]=[C:35]3[O:34][CH2:33]1)C(=O)N2.ClCC1OC=CC=1.BrCC1OC(C(F)(F)F)=CC=1. No catalyst specified. The product is [O:34]1[CH:33]=[CH:25][CH:36]=[C:35]1[CH2:43][N:1]1[C:9]2[C:4](=[CH:5][CH:6]=[CH:7][CH:8]=2)[C:3]2([C:13]3=[CH:14][C:15]4[O:19][CH2:18][O:17][C:16]=4[CH:20]=[C:12]3[O:11][CH2:10]2)[C:2]1=[O:21]. The yield is 0.400. (7) The reactants are [C:1]1([CH2:7][CH2:8][CH2:9][CH2:10][O:11][CH2:12][CH2:13][CH2:14][OH:15])[CH:6]=[CH:5][CH:4]=[CH:3][CH:2]=1.CC(OI1(OC(C)=O)(OC(C)=O)OC(=O)C2C=CC=CC1=2)=O. The catalyst is C(Cl)Cl. The product is [C:1]1([CH2:7][CH2:8][CH2:9][CH2:10][O:11][CH2:12][CH2:13][CH:14]=[O:15])[CH:6]=[CH:5][CH:4]=[CH:3][CH:2]=1. The yield is 0.580. (8) The reactants are [C:1]([O:5][C:6]([NH:8][CH:9]([C:29]([N:31]1[CH2:36][CH2:35][O:34][CH2:33][CH2:32]1)=[O:30])[CH2:10][C:11]1[CH:28]=[CH:27][C:14]([O:15][C:16]2[CH:21]=[CH:20][C:19]([CH2:22][CH2:23][C:24]([OH:26])=O)=[CH:18][CH:17]=2)=[CH:13][CH:12]=1)=[O:7])([CH3:4])([CH3:3])[CH3:2].ON1C2C=CC=CC=2N=N1.CCN=C=NCCCN(C)C.C(N(CC)CC)C.Cl.[CH2:66]([O:73][NH2:74])[C:67]1[CH:72]=[CH:71][CH:70]=[CH:69][CH:68]=1. The catalyst is CN(C=O)C. The product is [C:1]([O:5][C:6](=[O:7])[NH:8][CH:9]([CH2:10][C:11]1[CH:12]=[CH:13][C:14]([O:15][C:16]2[CH:17]=[CH:18][C:19]([CH2:22][CH2:23][C:24](=[O:26])[NH:74][O:73][CH2:66][C:67]3[CH:72]=[CH:71][CH:70]=[CH:69][CH:68]=3)=[CH:20][CH:21]=2)=[CH:27][CH:28]=1)[C:29]([N:31]1[CH2:36][CH2:35][O:34][CH2:33][CH2:32]1)=[O:30])([CH3:4])([CH3:2])[CH3:3]. The yield is 0.660. (9) The reactants are [F:1][C:2]1[CH:3]=[CH:4][C:5]([O:10][C:11]2[CH:25]=[CH:24][C:14]3[C:15]([CH2:18][N:19]4[CH2:23][CH2:22][CH2:21][CH2:20]4)=[N:16][O:17][C:13]=3[CH:12]=2)=[C:6]([CH:9]=1)[CH2:7][NH2:8].FC(F)(F)C[O:29][C:30](=O)[NH:31][C:32]1[N:33]([C:41]2[CH:46]=[CH:45][C:44]([CH3:47])=[CH:43][CH:42]=2)[N:34]=[C:35]([C:37]([CH3:40])([CH3:39])[CH3:38])[CH:36]=1.C(N(C(C)C)CC)(C)C. The catalyst is CN(C=O)C. The product is [C:37]([C:35]1[CH:36]=[C:32]([NH:31][C:30]([NH:8][CH2:7][C:6]2[CH:9]=[C:2]([F:1])[CH:3]=[CH:4][C:5]=2[O:10][C:11]2[CH:25]=[CH:24][C:14]3[C:15]([CH2:18][N:19]4[CH2:20][CH2:21][CH2:22][CH2:23]4)=[N:16][O:17][C:13]=3[CH:12]=2)=[O:29])[N:33]([C:41]2[CH:46]=[CH:45][C:44]([CH3:47])=[CH:43][CH:42]=2)[N:34]=1)([CH3:40])([CH3:38])[CH3:39]. The yield is 0.340.